This data is from Catalyst prediction with 721,799 reactions and 888 catalyst types from USPTO. The task is: Predict which catalyst facilitates the given reaction. (1) Reactant: [NH2:1][C:2]1[CH:10]=[CH:9][C:5]2[N:6]=[CH:7][S:8][C:4]=2[CH:3]=1.N1C=CC=CC=1.[C:17]([NH:25][C:26]1[CH:27]=[C:28]([CH:32]=[CH:33][CH:34]=1)[C:29](Cl)=[O:30])(=[O:24])[C:18]1[CH:23]=[CH:22][CH:21]=[CH:20][CH:19]=1.Cl. The catalyst class is: 54. Product: [S:8]1[C:4]2[CH:3]=[C:2]([NH:1][C:29](=[O:30])[C:28]3[CH:32]=[CH:33][CH:34]=[C:26]([NH:25][C:17](=[O:24])[C:18]4[CH:19]=[CH:20][CH:21]=[CH:22][CH:23]=4)[CH:27]=3)[CH:10]=[CH:9][C:5]=2[N:6]=[CH:7]1. (2) The catalyst class is: 128. Product: [NH2:1][C:2]1[C:3]([C:9]([NH:11][C@H:12]2[CH2:17][CH2:16][CH2:15][N:14]([C:18]([O:20][C:21]([CH3:24])([CH3:23])[CH3:22])=[O:19])[CH2:13]2)=[O:10])=[N:4][C:5]([C:31]2[CH:30]=[CH:29][CH:28]=[C:27]([CH2:26][OH:25])[CH:32]=2)=[CH:6][N:7]=1. Reactant: [NH2:1][C:2]1[C:3]([C:9]([NH:11][C@H:12]2[CH2:17][CH2:16][CH2:15][N:14]([C:18]([O:20][C:21]([CH3:24])([CH3:23])[CH3:22])=[O:19])[CH2:13]2)=[O:10])=[N:4][C:5](Br)=[CH:6][N:7]=1.[OH:25][CH2:26][C:27]1[CH:28]=[C:29](B(O)O)[CH:30]=[CH:31][CH:32]=1.C([O-])([O-])=O.[K+].[K+].O. (3) Reactant: [C:1]([C:5]1[CH:6]=[C:7]([OH:20])[CH:8]=[C:9]([B:11]2[O:15][C:14]([CH3:17])([CH3:16])[C:13]([CH3:19])([CH3:18])[O:12]2)[CH:10]=1)([CH3:4])([CH3:3])[CH3:2].Br[CH:22]([CH3:24])[CH3:23].C(=O)([O-])[O-].[K+].[K+]. Product: [C:1]([C:5]1[CH:10]=[C:9]([B:11]2[O:12][C:13]([CH3:19])([CH3:18])[C:14]([CH3:17])([CH3:16])[O:15]2)[CH:8]=[C:7]([O:20][CH:22]([CH3:24])[CH3:23])[CH:6]=1)([CH3:4])([CH3:2])[CH3:3]. The catalyst class is: 31. (4) Reactant: FC1C=CC=CC=1B(O)O.CC1C=C(B(O)O)C=CC=1.[CH2:21]([N:28]1[CH2:50][CH2:49][N:31]2[C:32]3[CH:41]=[C:40]([C:42]4[CH:47]=[CH:46][CH:45]=[CH:44][C:43]=4[F:48])[CH:39]=[CH:38][C:33]=3[NH:34][C:35](=[O:37])[CH2:36][C@H:30]2[CH2:29]1)[C:22]1[CH:27]=[CH:26][CH:25]=[CH:24][CH:23]=1. Product: [CH2:21]([N:28]1[CH2:50][CH2:49][N:31]2[C:32]3[CH:41]=[C:40]([C:42]4[CH:47]=[CH:46][CH:45]=[CH:44][C:43]=4[F:48])[CH:39]=[CH:38][C:33]=3[NH:34][C:35](=[O:37])[CH2:36][C@H:30]2[CH2:29]1)[C:22]1[CH:27]=[CH:26][CH:25]=[CH:24][CH:23]=1.[F:48][C:43]1[CH:44]=[CH:45][CH:46]=[CH:47][C:42]=1[C:40]1[CH:39]=[CH:38][C:33]2[NH:34][C:35](=[O:37])[CH2:36][C@H:30]3[CH2:29][NH:28][CH2:50][CH2:49][N:31]3[C:32]=2[CH:41]=1. The catalyst class is: 8. (5) Reactant: [CH2:1]1[CH:5]2[CH2:6][C:7](=[O:8])[CH:3]([CH2:4]2)[CH2:2]1.[C:9]1([Mg]Br)[CH:14]=[CH:13][CH:12]=[CH:11][CH:10]=1.[Cl-].[NH4+].Cl. Product: [C:9]1([C:7]2([OH:8])[CH2:6][CH:5]3[CH2:4][CH:3]2[CH2:2][CH2:1]3)[CH:14]=[CH:13][CH:12]=[CH:11][CH:10]=1. The catalyst class is: 116.